Predict the product of the given reaction. From a dataset of Forward reaction prediction with 1.9M reactions from USPTO patents (1976-2016). (1) Given the reactants Cl[C:2]1[N:7]=[C:6]([C:8]2[CH:13]=[CH:12][CH:11]=[CH:10][C:9]=2[F:14])[N:5]=[C:4]([NH:15][CH:16]2[CH2:19][CH2:18][CH2:17]2)[N:3]=1.[CH3:20][S:21]([C:24]1[CH:25]=[C:26]([NH2:30])[CH:27]=[CH:28][CH:29]=1)(=[O:23])=[O:22].O, predict the reaction product. The product is: [CH:16]1([NH:15][C:4]2[N:3]=[C:2]([NH:30][C:26]3[CH:27]=[CH:28][CH:29]=[C:24]([S:21]([CH3:20])(=[O:23])=[O:22])[CH:25]=3)[N:7]=[C:6]([C:8]3[CH:13]=[CH:12][CH:11]=[CH:10][C:9]=3[F:14])[N:5]=2)[CH2:19][CH2:18][CH2:17]1. (2) Given the reactants C([O:4][C:5]1[C:14]([O:15]C(=O)C)=[C:13]2[C:8]([C:9](OC)=[C:10]([C:19]3[CH:24]=[CH:23][CH:22]=[CH:21][CH:20]=3)[CH2:11][O:12]2)=[CH:7][CH:6]=1)(=O)C.N1C=CN=C1.[O:32]1C2C(=CC=C(O)C=2O)C=C(C2C=CC(O)=CC=2)[CH2:33]1, predict the reaction product. The product is: [CH3:33][O:32][C:22]1[CH:21]=[CH:20][C:19]([C:10]2[CH2:11][O:12][C:13]3[C:8]([CH:9]=2)=[CH:7][CH:6]=[C:5]([OH:4])[C:14]=3[OH:15])=[CH:24][CH:23]=1.